From a dataset of Catalyst prediction with 721,799 reactions and 888 catalyst types from USPTO. Predict which catalyst facilitates the given reaction. Reactant: [Br:1][C:2]1[CH:3]=[N:4][CH:5]=[C:6](F)[CH:7]=1.[CH3:9][NH2:10].C([O-])(O)=O.[Na+]. Product: [Br:1][C:2]1[CH:7]=[C:6]([NH:10][CH3:9])[CH:5]=[N:4][CH:3]=1. The catalyst class is: 37.